This data is from NCI-60 drug combinations with 297,098 pairs across 59 cell lines. The task is: Regression. Given two drug SMILES strings and cell line genomic features, predict the synergy score measuring deviation from expected non-interaction effect. (1) Drug 1: CCC1=C2CN3C(=CC4=C(C3=O)COC(=O)C4(CC)O)C2=NC5=C1C=C(C=C5)O. Drug 2: CN(CC1=CN=C2C(=N1)C(=NC(=N2)N)N)C3=CC=C(C=C3)C(=O)NC(CCC(=O)O)C(=O)O. Cell line: SR. Synergy scores: CSS=76.0, Synergy_ZIP=-2.34, Synergy_Bliss=-3.00, Synergy_Loewe=-1.36, Synergy_HSA=-0.589. (2) Drug 1: CC1CC2C3CCC4=CC(=O)C=CC4(C3(C(CC2(C1(C(=O)CO)O)C)O)F)C. Drug 2: COCCOC1=C(C=C2C(=C1)C(=NC=N2)NC3=CC=CC(=C3)C#C)OCCOC. Cell line: NCI-H460. Synergy scores: CSS=25.6, Synergy_ZIP=-5.85, Synergy_Bliss=-4.68, Synergy_Loewe=-14.0, Synergy_HSA=-0.759. (3) Synergy scores: CSS=64.4, Synergy_ZIP=-1.60, Synergy_Bliss=-2.89, Synergy_Loewe=-7.23, Synergy_HSA=-2.25. Cell line: CCRF-CEM. Drug 2: CCC1(CC2CC(C3=C(CCN(C2)C1)C4=CC=CC=C4N3)(C5=C(C=C6C(=C5)C78CCN9C7C(C=CC9)(C(C(C8N6C)(C(=O)OC)O)OC(=O)C)CC)OC)C(=O)OC)O.OS(=O)(=O)O. Drug 1: CC1C(C(CC(O1)OC2CC(CC3=C2C(=C4C(=C3O)C(=O)C5=C(C4=O)C(=CC=C5)OC)O)(C(=O)CO)O)N)O.Cl. (4) Drug 1: C1=CN(C=N1)CC(O)(P(=O)(O)O)P(=O)(O)O. Drug 2: CC(C)CN1C=NC2=C1C3=CC=CC=C3N=C2N. Cell line: SK-MEL-5. Synergy scores: CSS=4.36, Synergy_ZIP=-1.15, Synergy_Bliss=1.13, Synergy_Loewe=-0.274, Synergy_HSA=0.501. (5) Drug 1: C1=NC2=C(N=C(N=C2N1C3C(C(C(O3)CO)O)O)F)N. Drug 2: CN(CCCl)CCCl.Cl. Cell line: DU-145. Synergy scores: CSS=30.2, Synergy_ZIP=-3.59, Synergy_Bliss=0.688, Synergy_Loewe=-14.4, Synergy_HSA=1.39.